From a dataset of Full USPTO retrosynthesis dataset with 1.9M reactions from patents (1976-2016). Predict the reactants needed to synthesize the given product. (1) Given the product [ClH:1].[F:2][C:3]1[CH:4]=[C:5]([C:10]2[C:18]3[C:13](=[CH:14][C:15]([O:19][CH2:20][CH2:21][N:22]4[CH2:27][CH2:26][N:25]([S:28]([CH3:31])(=[O:30])=[O:29])[CH2:24][CH2:23]4)=[CH:16][CH:17]=3)[C:12](=[O:32])[C:11]=2[C:52]2[CH:60]=[CH:59][C:55]([CH3:56])=[CH:54][CH:53]=2)[CH:6]=[C:7]([F:9])[CH:8]=1, predict the reactants needed to synthesize it. The reactants are: [ClH:1].[F:2][C:3]1[CH:4]=[C:5]([C:10]2[C:18]3[C:13](=[CH:14][C:15]([O:19][CH2:20][CH2:21][N:22]4[CH2:27][CH2:26][N:25]([S:28]([CH3:31])(=[O:30])=[O:29])[CH2:24][CH2:23]4)=[CH:16][CH:17]=3)[C:12](=[O:32])[C:11]=2C2C=NC3C(C=2)=CC=CC=3)[CH:6]=[C:7]([F:9])[CH:8]=1.O1CCN(CCO[C:52]2[CH:60]=[C:59]3[C:55]([C:56](C4C=CC=CC=4)=C(Br)C3=O)=[CH:54][CH:53]=2)CC1.B(O)(O)C1C=CC(C)=CC=1. (2) Given the product [CH2:1]([N:8]1[CH2:9][CH2:10][CH2:11][N:12]([CH2:13][C:14]2[CH:15]=[CH:16][CH:17]=[CH:18][CH:19]=2)[CH2:27][CH:21]1[C:22]([O:24][CH2:25][CH3:26])=[O:23])[C:2]1[CH:3]=[CH:4][CH:5]=[CH:6][CH:7]=1, predict the reactants needed to synthesize it. The reactants are: [CH2:1]([NH:8][CH2:9][CH2:10][CH2:11][NH:12][CH2:13][C:14]1[CH:19]=[CH:18][CH:17]=[CH:16][CH:15]=1)[C:2]1[CH:7]=[CH:6][CH:5]=[CH:4][CH:3]=1.Br[CH:21]([CH2:27]Br)[C:22]([O:24][CH2:25][CH3:26])=[O:23].C(N(C(C)C)CC)(C)C.